From a dataset of Full USPTO retrosynthesis dataset with 1.9M reactions from patents (1976-2016). Predict the reactants needed to synthesize the given product. (1) The reactants are: [NH:1]([C:3]1[N:11]=[C:10]2[C:6]([N:7]=[CH:8][N:9]2[C@H:12]2[C@H:16]([OH:17])[C@H:15]([OH:18])[C@@H:14]([CH2:19][OH:20])[O:13]2)=[C:5]([NH:21][CH:22]2[CH2:26][CH2:25][CH2:24][CH2:23]2)[N:4]=1)[NH2:2].[CH:27]([CH:29]([CH:35]=O)[C:30]([O:32][CH2:33][CH3:34])=[O:31])=O.C(N(C(C)C)CC)(C)C. Given the product [OH:17][C@@H:16]1[C@H:15]([OH:18])[C@@H:14]([CH2:19][OH:20])[O:13][CH:12]1[N:9]1[CH:8]=[N:7][C:6]2[C:10]1=[N:11][C:3]([N:1]1[CH:35]=[C:29]([C:30]([O:32][CH2:33][CH3:34])=[O:31])[CH:27]=[N:2]1)=[N:4][C:5]=2[NH:21][CH:22]1[CH2:23][CH2:24][CH2:25][CH2:26]1, predict the reactants needed to synthesize it. (2) Given the product [CH3:1][C:2]1[C:20]([C:31]2[CH:42]=[N:41][C:34]3[N:35]=[C:36]([NH:39][CH3:40])[N:37]=[CH:38][C:33]=3[CH:32]=2)=[CH:19][CH:18]=[CH:17][C:3]=1[C:4]([NH:6][C:7]1[CH:12]=[CH:11][CH:10]=[C:9]([C:13]([F:14])([F:16])[F:15])[CH:8]=1)=[O:5], predict the reactants needed to synthesize it. The reactants are: [CH3:1][C:2]1[C:20](B2OC(C)(C)C(C)(C)O2)=[CH:19][CH:18]=[CH:17][C:3]=1[C:4]([NH:6][C:7]1[CH:12]=[CH:11][CH:10]=[C:9]([C:13]([F:16])([F:15])[F:14])[CH:8]=1)=[O:5].Br[C:31]1[CH:42]=[N:41][C:34]2[N:35]=[C:36]([NH:39][CH3:40])[N:37]=[CH:38][C:33]=2[CH:32]=1.C(=O)([O-])[O-].[K+].[K+].CN(C=O)C. (3) Given the product [Cl:1][C:2]1[CH:10]=[C:9]2[C:5]([C:6]([C:11]([OH:13])=[O:12])=[CH:7][NH:8]2)=[CH:4][C:3]=1[C:15]1[CH:16]=[CH:17][C:18]([O:21][C@@H:22]2[CH2:26][CH2:25][CH2:24][C@H:23]2[OH:27])=[CH:19][CH:20]=1, predict the reactants needed to synthesize it. The reactants are: [Cl:1][C:2]1[CH:10]=[C:9]2[C:5]([C:6]([C:11]([O:13]C)=[O:12])=[CH:7][NH:8]2)=[CH:4][C:3]=1[C:15]1[CH:20]=[CH:19][C:18]([O:21][C@@H:22]2[CH2:26][CH2:25][CH2:24][C@H:23]2[OH:27])=[CH:17][CH:16]=1.[OH-].[Na+].Cl.